From a dataset of Catalyst prediction with 721,799 reactions and 888 catalyst types from USPTO. Predict which catalyst facilitates the given reaction. (1) Reactant: [OH:1][CH:2]([CH2:18][OH:19])[CH2:3][CH2:4][N:5]1[C:14]2[C:9](=[CH:10][CH:11]=[C:12]([O:15][CH3:16])[N:13]=2)[CH2:8][CH2:7][C:6]1=[O:17].C(N(CC)CC)C.[C:27]1([CH3:37])[CH:32]=[CH:31][C:30]([S:33](Cl)(=[O:35])=[O:34])=[CH:29][CH:28]=1.C([Sn](=O)CCCC)CCC. Product: [CH3:37][C:27]1[CH:32]=[CH:31][C:30]([S:33]([O:19][CH2:18][CH:2]([OH:1])[CH2:3][CH2:4][N:5]2[C:14]3[C:9](=[CH:10][CH:11]=[C:12]([O:15][CH3:16])[N:13]=3)[CH2:8][CH2:7][C:6]2=[O:17])(=[O:35])=[O:34])=[CH:29][CH:28]=1. The catalyst class is: 34. (2) Reactant: Cl.[N:2]1([C:7](N)=[NH:8])C=CC=N1.[Cl:10][C:11]1[CH:12]=[C:13]2[C:19]([C:20]3[N:25]=[C:24]([NH:26][C@H:27]4[CH2:32][CH2:31][CH2:30][NH:29][CH2:28]4)[C:23]([F:33])=[CH:22][N:21]=3)=[CH:18][N:17]([S:34]([C:37]3[CH:42]=[CH:41][C:40]([CH3:43])=[CH:39][CH:38]=3)(=[O:36])=[O:35])[C:14]2=[N:15][CH:16]=1.CCN(C(C)C)C(C)C.O. Product: [Cl:10][C:11]1[CH:12]=[C:13]2[C:19]([C:20]3[N:25]=[C:24]([NH:26][C@H:27]4[CH2:32][CH2:31][CH2:30][N:29]([C:7](=[NH:2])[NH2:8])[CH2:28]4)[C:23]([F:33])=[CH:22][N:21]=3)=[CH:18][N:17]([S:34]([C:37]3[CH:42]=[CH:41][C:40]([CH3:43])=[CH:39][CH:38]=3)(=[O:36])=[O:35])[C:14]2=[N:15][CH:16]=1. The catalyst class is: 3. (3) Reactant: [C:1]([O:4][CH2:5][C:6]1[C:11]([N:12]2[C:24](=[O:25])[C:23]3[N:15]([C:16]4[CH:17]5[CH2:26][CH:20]([C:21]=4[CH:22]=3)[CH2:19][CH2:18]5)[CH2:14][CH2:13]2)=[CH:10][C:9]([F:27])=[CH:8][C:7]=1Br)(=[O:3])[CH3:2].[CH3:29][C:30]1([CH3:46])[C:34]([CH3:36])([CH3:35])[O:33][B:32]([B:32]2[O:33][C:34]([CH3:36])([CH3:35])[C:30]([CH3:46])([CH3:29])[O:31]2)[O:31]1.CC(O[K])=O. Product: [C:1]([O:4][CH2:5][C:6]1[C:7]([B:32]2[O:33][C:34]([CH3:36])([CH3:35])[C:30]([CH3:46])([CH3:29])[O:31]2)=[CH:8][C:9]([F:27])=[CH:10][C:11]=1[N:12]1[C:24](=[O:25])[C:23]2[N:15]([C:16]3[CH:17]4[CH2:26][CH:20]([C:21]=3[CH:22]=2)[CH2:19][CH2:18]4)[CH2:14][CH2:13]1)(=[O:3])[CH3:2]. The catalyst class is: 75. (4) Reactant: [C:1]([O:5][C:6](=[O:28])[NH:7][C@H:8]([C:10](=O)[NH:11][C:12]1[CH:17]=[CH:16][C:15]([C:18]#[N:19])=[CH:14][C:13]=1[NH:20][C:21]1[CH:26]=[CH:25][CH:24]=[CH:23][CH:22]=1)[CH3:9])([CH3:4])([CH3:3])[CH3:2]. Product: [C:1]([O:5][C:6](=[O:28])[NH:7][C@H:8]([C:10]1[N:20]([C:21]2[CH:26]=[CH:25][CH:24]=[CH:23][CH:22]=2)[C:13]2[CH:14]=[C:15]([C:18]#[N:19])[CH:16]=[CH:17][C:12]=2[N:11]=1)[CH3:9])([CH3:4])([CH3:3])[CH3:2]. The catalyst class is: 52.